From a dataset of Peptide-MHC class I binding affinity with 185,985 pairs from IEDB/IMGT. Regression. Given a peptide amino acid sequence and an MHC pseudo amino acid sequence, predict their binding affinity value. This is MHC class I binding data. The peptide sequence is RATQPAAEF. The MHC is HLA-B58:01 with pseudo-sequence HLA-B58:01. The binding affinity (normalized) is 0.763.